Dataset: Peptide-MHC class I binding affinity with 185,985 pairs from IEDB/IMGT. Task: Regression. Given a peptide amino acid sequence and an MHC pseudo amino acid sequence, predict their binding affinity value. This is MHC class I binding data. (1) The peptide sequence is KEQHKRNYVP. The MHC is HLA-B27:05 with pseudo-sequence HLA-B27:05. The binding affinity (normalized) is 0. (2) The peptide sequence is PTEMVDVSM. The MHC is HLA-A02:06 with pseudo-sequence HLA-A02:06. The binding affinity (normalized) is 0.0201.